This data is from Full USPTO retrosynthesis dataset with 1.9M reactions from patents (1976-2016). The task is: Predict the reactants needed to synthesize the given product. (1) Given the product [O:1]1[CH2:6][CH2:5][CH:4]([C:7]([OH:9])=[O:8])[CH2:3][CH2:2]1, predict the reactants needed to synthesize it. The reactants are: [O:1]1[CH2:6][CH2:5][CH:4]([C:7]([O:9]C)=[O:8])[CH2:3][CH2:2]1.O[Li].O.O.O. (2) Given the product [Cl:1][C:2]1[CH:7]=[CH:6][N:5]=[C:4]([C:19]([OH:18])([CH3:20])[CH3:13])[CH:3]=1, predict the reactants needed to synthesize it. The reactants are: [Cl:1][C:2]1[CH:7]=[CH:6][N:5]=[C:4](C(OCC)=O)[CH:3]=1.[CH3:13][Mg+].[Br-].C([O:18][CH2:19][CH3:20])C. (3) Given the product [Br:1][C:2]1[CH:9]=[CH:8][C:24]([C:23]([OH:20])=[O:25])=[C:4]([O:10][C:11]2[C:16]([CH3:17])=[CH:15][C:14]([CH3:18])=[CH:13][C:12]=2[CH3:19])[CH:3]=1, predict the reactants needed to synthesize it. The reactants are: [Br:1][C:2]1[CH:9]=[CH:8]C(C#N)=[C:4]([O:10][C:11]2[C:16]([CH3:17])=[CH:15][C:14]([CH3:18])=[CH:13][C:12]=2[CH3:19])[CH:3]=1.[OH-:20].[Na+].Cl.[CH2:23]([OH:25])[CH3:24]. (4) Given the product [Cl:41][C:38]1[CH:37]=[CH:36][C:35]([NH:34][C:32]([NH:31][C@@H:26]([C:24]([N:21]2[CH2:22][CH2:23][CH:18]([N:16]3[CH2:17][C:13]4=[CH:12][N:11]=[C:10]([CH2:9][OH:8])[N:14]4[C:15]3=[O:42])[CH2:19][CH2:20]2)=[O:25])[C:27]([CH3:29])([CH3:30])[CH3:28])=[O:33])=[CH:40][CH:39]=1, predict the reactants needed to synthesize it. The reactants are: [Si]([O:8][CH2:9][C:10]1[N:14]2[C:15](=[O:42])[N:16]([CH:18]3[CH2:23][CH2:22][N:21]([C:24]([C@H:26]([NH:31][C:32]([NH:34][C:35]4[CH:40]=[CH:39][C:38]([Cl:41])=[CH:37][CH:36]=4)=[O:33])[C:27]([CH3:30])([CH3:29])[CH3:28])=[O:25])[CH2:20][CH2:19]3)[CH2:17][C:13]2=[CH:12][N:11]=1)(C(C)(C)C)(C)C.C(O)(=O)C.O. (5) Given the product [CH3:1][C:2]1[CH:3]=[CH:4][C:5]([S:8]([NH:11][C@H:12]([C:20]([NH:48][C:47]#[N:46])=[N:22][CH2:23][CH2:24][CH2:25][CH2:26][C@H:27]([N:31]([S:36]([C:39]2[CH:40]=[CH:41][C:42]([CH3:45])=[CH:43][CH:44]=2)(=[O:37])=[O:38])[CH2:32][CH:33]([CH3:34])[CH3:35])[C:28]([OH:30])=[O:29])[CH2:13][C:14]2[CH:15]=[CH:16][CH:17]=[CH:18][CH:19]=2)(=[O:9])=[O:10])=[CH:6][CH:7]=1, predict the reactants needed to synthesize it. The reactants are: [CH3:1][C:2]1[CH:7]=[CH:6][C:5]([S:8]([NH:11][C@H:12]([C:20]([NH:22][CH2:23][CH2:24][CH2:25][CH2:26][C@H:27]([N:31]([S:36]([C:39]2[CH:44]=[CH:43][C:42]([CH3:45])=[CH:41][CH:40]=2)(=[O:38])=[O:37])[CH2:32][CH:33]([CH3:35])[CH3:34])[C:28]([OH:30])=[O:29])=S)[CH2:13][C:14]2[CH:19]=[CH:18][CH:17]=[CH:16][CH:15]=2)(=[O:10])=[O:9])=[CH:4][CH:3]=1.[N:46]#[C:47][NH2:48]. (6) Given the product [Cl:1][C:2]1[CH:11]=[C:6]([C:7]2[CH:13]=[C:12]([C:14]3[CH:15]=[C:16]([CH3:20])[CH:17]=[CH:18][CH:19]=3)[O:9][N:8]=2)[CH:5]=[N:4][CH:3]=1, predict the reactants needed to synthesize it. The reactants are: [Cl:1][C:2]1[CH:3]=[N:4][CH:5]=[C:6]([CH:11]=1)[C:7](Cl)=[N:8][OH:9].[C:12]([C:14]1[CH:19]=[CH:18][CH:17]=[C:16]([CH3:20])[CH:15]=1)#[CH:13].N.